From a dataset of NCI-60 drug combinations with 297,098 pairs across 59 cell lines. Regression. Given two drug SMILES strings and cell line genomic features, predict the synergy score measuring deviation from expected non-interaction effect. (1) Cell line: MALME-3M. Drug 2: C1CN(P(=O)(OC1)NCCCl)CCCl. Synergy scores: CSS=-0.744, Synergy_ZIP=0.534, Synergy_Bliss=-2.36, Synergy_Loewe=-0.694, Synergy_HSA=-2.41. Drug 1: C1CC(=O)NC(=O)C1N2CC3=C(C2=O)C=CC=C3N. (2) Drug 1: CC1=C(N=C(N=C1N)C(CC(=O)N)NCC(C(=O)N)N)C(=O)NC(C(C2=CN=CN2)OC3C(C(C(C(O3)CO)O)O)OC4C(C(C(C(O4)CO)O)OC(=O)N)O)C(=O)NC(C)C(C(C)C(=O)NC(C(C)O)C(=O)NCCC5=NC(=CS5)C6=NC(=CS6)C(=O)NCCC[S+](C)C)O. Drug 2: C1CN(CCN1C(=O)CCBr)C(=O)CCBr. Cell line: OVCAR-4. Synergy scores: CSS=9.80, Synergy_ZIP=-3.24, Synergy_Bliss=2.28, Synergy_Loewe=-1.73, Synergy_HSA=1.59.